This data is from Full USPTO retrosynthesis dataset with 1.9M reactions from patents (1976-2016). The task is: Predict the reactants needed to synthesize the given product. (1) Given the product [C:22]([O:21][C:20]([NH:19][CH2:18][CH2:17][CH2:16][O:1][C:2]1[CH:3]=[C:4]([CH:9]=[CH:10][C:11]=1[N+:12]([O-:14])=[O:13])[C:5]([O:7][CH3:8])=[O:6])=[O:26])([CH3:25])([CH3:24])[CH3:23], predict the reactants needed to synthesize it. The reactants are: [OH:1][C:2]1[CH:3]=[C:4]([CH:9]=[CH:10][C:11]=1[N+:12]([O-:14])=[O:13])[C:5]([O:7][CH3:8])=[O:6].O[CH2:16][CH2:17][CH2:18][NH:19][C:20](=[O:26])[O:21][C:22]([CH3:25])([CH3:24])[CH3:23].C1(P(C2C=CC=CC=2)C2C=CC=CC=2)C=CC=CC=1.N(C(OC(C)C)=O)=NC(OC(C)C)=O. (2) Given the product [C:13]([O:17][C:18](=[O:35])[NH:19][C:20]1[CH:25]=[C:24]([C:3]2[CH:4]=[C:5]([C:8]([F:11])([F:10])[F:9])[CH:6]=[CH:7][C:2]=2[F:1])[CH:23]=[CH:22][N:21]=1)([CH3:16])([CH3:14])[CH3:15], predict the reactants needed to synthesize it. The reactants are: [F:1][C:2]1[CH:7]=[CH:6][C:5]([C:8]([F:11])([F:10])[F:9])=[CH:4][C:3]=1I.[C:13]([O:17][C:18](=[O:35])[NH:19][C:20]1[CH:25]=[C:24](B2OC(C)(C)C(C)(C)O2)[CH:23]=[CH:22][N:21]=1)([CH3:16])([CH3:15])[CH3:14].